This data is from Reaction yield outcomes from USPTO patents with 853,638 reactions. The task is: Predict the reaction yield, written as a fraction of the theoretical maximum amount of product (1.0 means a 100% yield; for example, 0.34 means a 34% yield). The reactants are [C:1]([C:4]1[S:5][CH:6]=[CH:7][CH:8]=1)(=O)C.[S:9]1[CH:13]=[CH:12][CH:11]=[C:10]1[C:14]([CH2:16][C:17]#[N:18])=[O:15].C1(=O)CCCC1.N1CCOCC1.[S]. No catalyst specified. The product is [NH2:18][C:17]1[S:5][C:6]2[CH2:1][CH2:4][CH2:8][C:7]=2[C:16]=1[C:14]([C:10]1[S:9][CH:13]=[CH:12][CH:11]=1)=[O:15]. The yield is 0.670.